Dataset: Reaction yield outcomes from USPTO patents with 853,638 reactions. Task: Predict the reaction yield, written as a fraction of the theoretical maximum amount of product (1.0 means a 100% yield; for example, 0.34 means a 34% yield). (1) The reactants are Cl.[CH2:2]1[CH:14]2[CH:6]([C:7]3[C:12]([CH2:13]2)=[CH:11][CH:10]=[CH:9][CH:8]=3)[CH2:5][NH:4][CH2:3]1.[CH:15]([C:17]1[CH:32]=[CH:31][C:20]([O:21][C:22]2[CH:30]=[CH:29][C:25]([C:26]([NH2:28])=[O:27])=[CH:24][N:23]=2)=[CH:19][CH:18]=1)=O.C(O[BH-](OC(=O)C)OC(=O)C)(=O)C.[Na+].C(O)(=O)C. The catalyst is ClCCCl.CO.C(Cl)Cl. The product is [CH2:2]1[CH:14]2[CH:6]([C:7]3[C:12]([CH2:13]2)=[CH:11][CH:10]=[CH:9][CH:8]=3)[CH2:5][N:4]([CH2:15][C:17]2[CH:32]=[CH:31][C:20]([O:21][C:22]3[CH:30]=[CH:29][C:25]([C:26]([NH2:28])=[O:27])=[CH:24][N:23]=3)=[CH:19][CH:18]=2)[CH2:3]1. The yield is 0.580. (2) The reactants are C([O:3][C:4]([C:6]1([NH:19][C:20]([C:22]2[C:31]3[CH2:30][CH2:29][CH2:28][CH2:27][C:26]=3[CH:25]=[CH:24][CH:23]=2)=[O:21])[CH2:14][C:13]2[C:8](=[CH:9][CH:10]=[C:11]([C:15]([F:18])([F:17])[F:16])[CH:12]=2)[CH2:7]1)=[O:5])C.[OH-].[K+].O. The catalyst is CCO. The product is [C:22]1([C:20]([NH:19][C:6]2([C:4]([OH:5])=[O:3])[CH2:14][C:13]3[C:8](=[CH:9][CH:10]=[C:11]([C:15]([F:18])([F:17])[F:16])[CH:12]=3)[CH2:7]2)=[O:21])[C:31]2[CH2:30][CH2:29][CH2:28][CH2:27][C:26]=2[CH:25]=[CH:24][CH:23]=1. The yield is 1.00. (3) The reactants are [NH2:1][C@H:2]1[C:11]2[C:6](=[CH:7][CH:8]=[C:9]([F:12])[CH:10]=2)[N:5]([C:13](=[O:15])[CH3:14])[C@@H:4]([CH:16]2[CH2:18][CH2:17]2)[C@@H:3]1[CH3:19].CC(C)([O-])C.[Na+].Cl[C:27]1[C:32]([O:33][CH3:34])=[N:31][CH:30]=[CH:29][N:28]=1. The catalyst is C1(C)C=CC=CC=1.C1C=CC(/C=C/C(/C=C/C2C=CC=CC=2)=O)=CC=1.C1C=CC(/C=C/C(/C=C/C2C=CC=CC=2)=O)=CC=1.C1C=CC(/C=C/C(/C=C/C2C=CC=CC=2)=O)=CC=1.[Pd].[Pd].CC(P(C(C)(C)C)[C-]1C=CC=C1)(C)C.C1C=CC([C-]2C(C3C=CC=CC=3)=C(C3C=CC=CC=3)C(C3C=CC=CC=3)=C2C2C=CC=CC=2)=CC=1.[Fe+2]. The product is [CH:16]1([C@H:4]2[C@H:3]([CH3:19])[C@@H:2]([NH:1][C:27]3[C:32]([O:33][CH3:34])=[N:31][CH:30]=[CH:29][N:28]=3)[C:11]3[C:6](=[CH:7][CH:8]=[C:9]([F:12])[CH:10]=3)[N:5]2[C:13](=[O:15])[CH3:14])[CH2:18][CH2:17]1. The yield is 0.950.